From a dataset of Full USPTO retrosynthesis dataset with 1.9M reactions from patents (1976-2016). Predict the reactants needed to synthesize the given product. (1) Given the product [CH2:18]([O:20][CH2:21][C@@H:22]1[CH2:27][CH2:26][CH2:25][N:24]([CH2:28][C@H:29]2[CH2:34][CH2:33][CH2:32][CH2:31][C@@H:30]2[NH:35][C:12](=[O:14])[C:11]2[CH:10]=[CH:9][C:8]([CH2:7][NH:6][C:1](=[O:5])[CH:2]([CH3:3])[CH3:4])=[CH:16][CH:15]=2)[CH2:23]1)[CH3:19], predict the reactants needed to synthesize it. The reactants are: [C:1]([NH:6][CH2:7][C:8]1[CH:16]=[CH:15][C:11]([C:12]([OH:14])=O)=[CH:10][CH:9]=1)(=[O:5])[CH:2]([CH3:4])[CH3:3].Cl.[CH2:18]([O:20][CH2:21][C@@H:22]1[CH2:27][CH2:26][CH2:25][N:24]([CH2:28][C@H:29]2[CH2:34][CH2:33][CH2:32][CH2:31][C@@H:30]2[NH2:35])[CH2:23]1)[CH3:19].CN(C(ON1N=NC2C=CC=NC1=2)=[N+](C)C)C.F[P-](F)(F)(F)(F)F.C(N(C(C)C)CC)(C)C. (2) The reactants are: C(=O)([S:3][CH2:4][CH2:5][C@@:6]1([C:19]([N:21]2[CH2:30][CH2:29][C:28]3[N:27]=[CH:26][C:25]([C:31]([F:34])([F:33])[F:32])=[CH:24][C:23]=3[CH2:22]2)=[O:20])[CH2:10][C@H:9]([NH:11][C:12]([O:14][C:15]([CH3:18])([CH3:17])[CH3:16])=[O:13])[CH:8]=[CH:7]1)C.[OH-].[Na+]. Given the product [SH:3][CH2:4][CH2:5][C@@:6]1([C:19]([N:21]2[CH2:30][CH2:29][C:28]3[N:27]=[CH:26][C:25]([C:31]([F:34])([F:33])[F:32])=[CH:24][C:23]=3[CH2:22]2)=[O:20])[CH2:10][C@H:9]([NH:11][C:12](=[O:13])[O:14][C:15]([CH3:16])([CH3:17])[CH3:18])[CH:8]=[CH:7]1, predict the reactants needed to synthesize it. (3) Given the product [Br:19][C:20]1[CH:21]=[C:22]([CH:25]=[CH:26][C:27]=1[O:18][C:15]1[CH:16]=[N:17][C:12]([O:11][CH2:7][CH:8]([CH3:10])[CH3:9])=[CH:13][CH:14]=1)[C:23]#[N:24], predict the reactants needed to synthesize it. The reactants are: C(=O)([O-])[O-].[K+].[K+].[CH2:7]([O:11][C:12]1[N:17]=[CH:16][C:15]([OH:18])=[CH:14][CH:13]=1)[CH:8]([CH3:10])[CH3:9].[Br:19][C:20]1[CH:21]=[C:22]([CH:25]=[CH:26][C:27]=1F)[C:23]#[N:24]. (4) Given the product [NH2:24][CH2:23][CH2:22][C:20]1[CH:21]=[N+:17]([CH2:16][C:13]2[CH2:14][S:15][C@@H:10]3[C@H:9]([NH:8][C:48](=[O:49])/[C:47](/[C:44]4[N:43]=[C:42]([NH2:41])[S:46][N:45]=4)=[N:51]\[O:52][C:53]([C:56]([OH:58])=[O:57])([CH3:55])[CH3:54])[C:31](=[O:32])[N:11]3[C:12]=2[C:28]([O-:30])=[O:29])[N:18]([CH3:27])[CH:19]=1, predict the reactants needed to synthesize it. The reactants are: FC(F)(F)C([O-])=O.[NH2:8][C@@H:9]1[C:31](=[O:32])[N:11]2[C:12]([C:28]([OH:30])=[O:29])=[C:13]([CH2:16][N+:17]3[N:18]([CH3:27])[CH:19]=[C:20]([CH2:22][CH2:23][NH:24]C=O)[CH:21]=3)[CH2:14][S:15][C@H:10]12.C[Si](C)(C)NC(=O)C.[NH2:41][C:42]1[S:46][N:45]=[C:44](/[C:47](=[N:51]/[O:52][C:53]([C:56]([OH:58])=[O:57])([CH3:55])[CH3:54])/[C:48](Cl)=[O:49])[N:43]=1.C(OC(C)C)(C)C.C1(OC)C=CC=CC=1.FC(F)(F)C(O)=O.Cl. (5) Given the product [F:29][C:30]1[CH:35]=[CH:34][C:33]([CH2:36][CH2:37][C@@H:38]2[NH:39][CH2:40][CH2:41][N:42]([C:6]3[C:5]4[N:4]=[C:3]([C:2]([F:19])([F:18])[F:1])[S:12][C:11]=4[NH:10][C:9]4[CH:13]=[CH:14][CH:15]=[CH:16][C:8]=4[N:7]=3)[CH2:43]2)=[CH:32][CH:31]=1, predict the reactants needed to synthesize it. The reactants are: [F:1][C:2]([F:19])([F:18])[C:3]1[S:12][C:11]2[NH:10][C:9]3[CH:13]=[CH:14][CH:15]=[CH:16][C:8]=3[NH:7][C:6](=S)[C:5]=2[N:4]=1.FC(F)(F)S(OC)(=O)=O.[F:29][C:30]1[CH:35]=[CH:34][C:33]([CH2:36][CH2:37][C@H:38]2[CH2:43][NH:42][CH2:41][CH2:40][NH:39]2)=[CH:32][CH:31]=1. (6) Given the product [CH2:1]([O:3][C:4](=[O:12])[CH2:5][N:6]1[CH:10]=[C:9]([S:20][CH2:19][C:18]2[CH:21]=[CH:22][C:15]([O:14][CH3:13])=[CH:16][CH:17]=2)[CH:8]=[N:7]1)[CH3:2], predict the reactants needed to synthesize it. The reactants are: [CH2:1]([O:3][C:4](=[O:12])[CH2:5][N:6]1[CH:10]=[C:9](I)[CH:8]=[N:7]1)[CH3:2].[CH3:13][O:14][C:15]1[CH:22]=[CH:21][C:18]([CH2:19][SH:20])=[CH:17][CH:16]=1.CC1(C)C2C(=C(P(C3C=CC=CC=3)C3C=CC=CC=3)C=CC=2)OC2C(P(C3C=CC=CC=3)C3C=CC=CC=3)=CC=CC1=2.CCN(C(C)C)C(C)C. (7) Given the product [F:29][C:25]1([F:28])[CH2:26][CH2:27][NH:21][C:22](=[O:41])[C@H:23]([NH:30][S:31]([C:34]2[CH:39]=[CH:38][C:37]([Cl:40])=[CH:36][N:35]=2)(=[O:32])=[O:33])[CH2:24]1, predict the reactants needed to synthesize it. The reactants are: FC(F)(F)C(O)=O.FC(F)(F)S(O)(=O)=O.COC1C=C(OC)C=CC=1C[N:21]1[CH2:27][CH2:26][C:25]([F:29])([F:28])[CH2:24][C@@H:23]([NH:30][S:31]([C:34]2[CH:39]=[CH:38][C:37]([Cl:40])=[CH:36][N:35]=2)(=[O:33])=[O:32])[C:22]1=[O:41]. (8) Given the product [CH3:13][CH:14]([CH3:33])[CH:15]([C:27]1[CH:28]=[CH:29][CH:30]=[CH:31][CH:32]=1)[C:16]([NH:18][C@@H:19]1[C@@H:26]2[C@@H:22]([CH2:23][N:24]([CH2:34][C:4]3[CH:5]=[CH:8][CH:9]=[CH:10][C:3]=3[C:2]([F:1])([F:11])[F:12])[CH2:25]2)[CH2:21][CH2:20]1)=[O:17], predict the reactants needed to synthesize it. The reactants are: [F:1][C:2]([F:12])([F:11])[C:3]1[CH:4]=[C:5]([CH:8]=[CH:9][CH:10]=1)C=O.[CH3:13][CH:14]([CH3:33])[CH:15]([C:27]1[CH:32]=[CH:31][CH:30]=[CH:29][CH:28]=1)[C:16]([NH:18][C@@H:19]1[C@@H:26]2[C@@H:22]([CH2:23][NH:24][CH2:25]2)[CH2:21][CH2:20]1)=[O:17].[CH:34]1(C(C2CCCCC2)C(N[C@@H]2[C@H]3[C@H](CNC3)CC2)=O)CCCCC1.